This data is from Catalyst prediction with 721,799 reactions and 888 catalyst types from USPTO. The task is: Predict which catalyst facilitates the given reaction. (1) Reactant: [Br:1][C:2]1[CH:11]=[C:10]2[C:5]([N:6]=[CH:7][C:8]([C:12]3[S:13][CH:14]=[CH:15][N:16]=3)=[N:9]2)=[C:4]([C:17]([NH:19][CH2:20][C:21]([O:23]CC)=[O:22])=[O:18])[C:3]=1[OH:26].[OH-].[Na+]. Product: [Br:1][C:2]1[CH:11]=[C:10]2[C:5]([N:6]=[CH:7][C:8]([C:12]3[S:13][CH:14]=[CH:15][N:16]=3)=[N:9]2)=[C:4]([C:17]([NH:19][CH2:20][C:21]([OH:23])=[O:22])=[O:18])[C:3]=1[OH:26]. The catalyst class is: 8. (2) Reactant: Br[C:2]1[CH:3]=[C:4]([CH:7]=[C:8]([C:10]([F:13])([F:12])[F:11])[CH:9]=1)[CH:5]=[O:6].[NH:14]1[CH2:18][CH2:17][CH2:16][CH:15]1[C:19]([O:21][CH2:22][CH3:23])=[O:20].C1(P(C2CCCCC2)C2C=CC=CC=2C2C(OC(C)C)=CC=CC=2OC(C)C)CCCCC1.C(=O)([O-])[O-].[Cs+].[Cs+]. Product: [CH:5]([C:4]1[CH:3]=[C:2]([N:14]2[CH2:18][CH2:17][CH2:16][CH:15]2[C:19]([O:21][CH2:22][CH3:23])=[O:20])[CH:9]=[C:8]([C:10]([F:13])([F:12])[F:11])[CH:7]=1)=[O:6]. The catalyst class is: 187. (3) Reactant: [Br:1][C:2]1[CH:10]=[CH:9][C:5]([C:6]([OH:8])=[O:7])=[C:4]([F:11])[CH:3]=1.[CH3:12][CH2:13]N=C=NCCCN(C)C.CCO. Product: [Br:1][C:2]1[CH:10]=[CH:9][C:5]([C:6]([O:8][CH2:12][CH3:13])=[O:7])=[C:4]([F:11])[CH:3]=1. The catalyst class is: 64. (4) Product: [CH3:8][N:6]1[CH:7]=[C:2]([B:10]2[O:14][C:13]([CH3:16])([CH3:15])[C:12]([CH3:18])([CH3:17])[O:11]2)[CH:3]=[CH:4][C:5]1=[O:9]. Reactant: Br[C:2]1[CH:3]=[CH:4][C:5](=[O:9])[N:6]([CH3:8])[CH:7]=1.[B:10]1([B:10]2[O:14][C:13]([CH3:16])([CH3:15])[C:12]([CH3:18])([CH3:17])[O:11]2)[O:14][C:13]([CH3:16])([CH3:15])[C:12]([CH3:18])([CH3:17])[O:11]1.C([O-])(=O)C.[K+]. The catalyst class is: 12. (5) Reactant: CC(C)([O-])C.[K+].Cl[CH2:8][C:9]#[N:10].[C:11]1(=[O:16])[CH2:15][CH2:14][CH2:13][CH2:12]1. Product: [O:16]1[C:11]2([CH2:15][CH2:14][CH2:13][CH2:12]2)[CH:8]1[C:9]#[N:10]. The catalyst class is: 107. (6) Product: [O:11]1[C:10]2([CH2:15][CH2:16][CH2:17][CH:18]=[C:9]2[C:4]2[CH:3]=[CH:2][N:7]=[N:6][C:5]=2[NH2:8])[O:14][CH2:13][CH2:12]1. Reactant: Cl[C:2]1[N:7]=[N:6][C:5]([NH2:8])=[C:4]([C:9]2[C:10]3([CH2:15][CH2:16][CH2:17][CH:18]=2)[O:14][CH2:13][CH2:12][O:11]3)[CH:3]=1.C([O-])=O.[NH4+]. The catalyst class is: 178. (7) The catalyst class is: 8. Product: [C:1]([CH2:4][CH2:5][C:6]1[C:7]([CH3:13])=[C:8]([CH:11]=[C:22]2[C:21]3[C:25](=[CH:26][CH:27]=[C:19]([CH2:18][CH2:17][C:14]([OH:16])=[O:15])[CH:20]=3)[NH:24][C:23]2=[O:28])[NH:9][CH:10]=1)([OH:3])=[O:2]. Reactant: [C:1]([CH2:4][CH2:5][C:6]1[C:7]([CH3:13])=[C:8]([CH:11]=O)[NH:9][CH:10]=1)([OH:3])=[O:2].[C:14]([CH2:17][CH2:18][C:19]1[CH:20]=[C:21]2[C:25](=[CH:26][CH:27]=1)[NH:24][C:23](=[O:28])[CH2:22]2)([OH:16])=[O:15].N1CCCCC1.